This data is from Forward reaction prediction with 1.9M reactions from USPTO patents (1976-2016). The task is: Predict the product of the given reaction. (1) Given the reactants Cl[C:2]1[C:14]2[CH2:13][CH2:12][CH:11]3[CH:7]([CH2:8][N:9]([CH2:15][CH2:16][CH3:17])[CH2:10]3)[C:6]=2[CH:5]=[C:4](Cl)[C:3]=1[NH2:19], predict the reaction product. The product is: [CH2:15]([N:9]1[CH2:8][CH:7]2[CH:11]([CH2:12][CH2:13][C:14]3[CH:2]=[C:3]([NH2:19])[CH:4]=[CH:5][C:6]=32)[CH2:10]1)[CH2:16][CH3:17]. (2) Given the reactants [C:1]([O:11][CH3:12])(=[O:10])[CH:2]=[CH:3][C:4]1[CH:9]=[CH:8][CH:7]=[CH:6][CH:5]=1.[N+:13]([CH3:16])([O-:15])=[O:14], predict the reaction product. The product is: [CH3:12][O:11][C:1](=[O:10])[CH2:2][CH:3]([C:4]1[CH:5]=[CH:6][CH:7]=[CH:8][CH:9]=1)[CH2:16][N+:13]([O-:15])=[O:14].